This data is from Reaction yield outcomes from USPTO patents with 853,638 reactions. The task is: Predict the reaction yield, written as a fraction of the theoretical maximum amount of product (1.0 means a 100% yield; for example, 0.34 means a 34% yield). (1) The reactants are [CH3:1][C:2]1[N:3]([C:8]2[CH:13]=[CH:12][C:11]([CH:14]3[CH2:16][O:15]3)=[CH:10][N:9]=2)[C:4]([CH3:7])=[CH:5][CH:6]=1.[NH2:17][C@@H:18]([CH3:21])[CH2:19][OH:20].C(O[BH-](OC(=O)C)OC(=O)C)(=O)C.[Na+].[CH:36](=O)[CH2:37][CH3:38].C(O)(=O)C. The catalyst is C1(C)C=CC=CC=1.O.C(Cl)Cl. The product is [CH3:1][C:2]1[N:3]([C:8]2[N:9]=[CH:10][C:11]([CH:14]([OH:15])[CH2:16][N:17]([CH2:36][CH2:37][CH3:38])[C@@H:18]([CH3:21])[CH2:19][OH:20])=[CH:12][CH:13]=2)[C:4]([CH3:7])=[CH:5][CH:6]=1. The yield is 0.890. (2) The reactants are Cl[C:2]1[C:11]2[C:6](=[CH:7][CH:8]=[CH:9][CH:10]=2)[N:5]=[C:4]2[N:12]([C:16]3[CH:21]=[CH:20][CH:19]=[CH:18][N:17]=3)[N:13]=[C:14]([CH3:15])[C:3]=12.O1CCCC1.[CH3:27][NH:28][CH3:29]. The catalyst is O. The product is [CH3:27][N:28]([CH3:29])[C:2]1[C:11]2[C:6](=[CH:7][CH:8]=[CH:9][CH:10]=2)[N:5]=[C:4]2[N:12]([C:16]3[CH:21]=[CH:20][CH:19]=[CH:18][N:17]=3)[N:13]=[C:14]([CH3:15])[C:3]=12. The yield is 0.970. (3) The reactants are [CH3:1][O:2][C:3](=[O:39])[CH:4]([N:16]1[CH2:21][CH2:20][N:19](S(C2C=CC=CC=2[N+]([O-])=O)(=O)=O)[CH:18]([CH2:34][CH:35]2[CH2:37][CH2:36]2)[C:17]1=[O:38])[CH2:5][C:6]1[CH:15]=[CH:14][C:13]2[C:8](=[CH:9][CH:10]=[CH:11][CH:12]=2)[CH:7]=1.SC1C=CC(O)=CC=1.C(=O)([O-])[O-].[K+].[K+]. The catalyst is CC#N. The product is [CH3:1][O:2][C:3](=[O:39])[CH:4]([N:16]1[CH2:21][CH2:20][NH:19][CH:18]([CH2:34][CH:35]2[CH2:37][CH2:36]2)[C:17]1=[O:38])[CH2:5][C:6]1[CH:15]=[CH:14][C:13]2[C:8](=[CH:9][CH:10]=[CH:11][CH:12]=2)[CH:7]=1. The yield is 0.890. (4) The reactants are [CH3:1][O:2][C:3]1[CH:4]=[C:5]2[C:10](=[CH:11][CH:12]=1)[C:9](=[O:13])[CH:8]([CH2:14][C:15]([O:17][CH2:18][CH3:19])=[O:16])[CH2:7][CH2:6]2.[H-].[Na+].[F:22][C:23]([F:27])([F:26])[CH2:24]I. The catalyst is CN(C=O)C. The product is [CH3:1][O:2][C:3]1[CH:4]=[C:5]2[C:10](=[CH:11][CH:12]=1)[C:9](=[O:13])[C:8]([CH2:14][C:15]([O:17][CH2:18][CH3:19])=[O:16])([CH2:24][C:23]([F:27])([F:26])[F:22])[CH2:7][CH2:6]2. The yield is 0.420. (5) The reactants are [O:1]1CCO[CH:2]1[C:6]1[C:7]([F:22])=[C:8]([N:13]([CH2:20][CH3:21])[CH2:14][C:15]2[NH:16][CH:17]=[N:18][CH:19]=2)[CH:9]=[CH:10][C:11]=1[F:12].Cl. The catalyst is O1CCCC1. The product is [CH2:20]([N:13]([CH2:14][C:15]1[NH:16][CH:17]=[N:18][CH:19]=1)[C:8]1[C:7]([F:22])=[C:6]([C:11]([F:12])=[CH:10][CH:9]=1)[CH:2]=[O:1])[CH3:21]. The yield is 0.480. (6) The reactants are [NH2:1][C@H:2]([C:6]([OH:8])=[O:7])[CH:3]([CH3:5])[CH3:4].[C:9](O)(=[O:11])[CH3:10]. No catalyst specified. The product is [C:9]([NH:1][C@H:2]([C:6]([OH:8])=[O:7])[CH:3]([CH3:5])[CH3:4])(=[O:11])[CH3:10]. The yield is 0.835. (7) The reactants are [NH2:1][C:2]1[CH:11]=[CH:10][CH:9]=[C:8]2[C:3]=1[CH:4]=[CH:5][N:6]=[CH:7]2.[Cl:12][C:13]([Cl:18])([Cl:17])[C:14](Cl)=[O:15]. The catalyst is ClCCl.CCN(CC)CC. The product is [Cl:12][C:13]([Cl:18])([Cl:17])[C:14]([NH:1][C:2]1[CH:11]=[CH:10][CH:9]=[C:8]2[C:3]=1[CH:4]=[CH:5][N:6]=[CH:7]2)=[O:15]. The yield is 0.650. (8) The reactants are [C:1]([CH2:3][N:4]1[C:12]2[C:7](=[CH:8][CH:9]=[CH:10][CH:11]=2)[CH:6]=[C:5]1[C:13]([O:15]CC)=O)#[N:2].Cl.C(OCC)(=O)C. The catalyst is [Pd].C(O)C. The product is [C:13]1(=[O:15])[C:5]2=[CH:6][C:7]3[CH:8]=[CH:9][CH:10]=[CH:11][C:12]=3[N:4]2[CH2:3][CH2:1][NH:2]1. The yield is 0.700. (9) The reactants are [OH:1][C:2]1[CH:7]=[CH:6][C:5]([N:8]2[C:13](=[O:14])[C:12]([CH2:15][C:16]3[CH:21]=[CH:20][C:19]([C:22]4[C:23]([C:28]#[N:29])=[CH:24][CH:25]=[CH:26][CH:27]=4)=[CH:18][CH:17]=3)=[C:11]([CH2:30][CH2:31][CH3:32])[N:10]=[C:9]2[CH3:33])=[CH:4][CH:3]=1.[Si:34]([O:41][CH:42]1[CH2:47][CH2:46][CH:45](O)[CH2:44][CH2:43]1)([C:37]([CH3:40])([CH3:39])[CH3:38])([CH3:36])[CH3:35].C1(P(C2C=CC=CC=2)C2C=CC=CC=2)C=CC=CC=1.[N:69]([C:70]([O:72]C(C)C)=[O:71])=[N:69][C:70]([O:72]C(C)C)=[O:71]. The catalyst is O1CCCC1.O.C(OCC)(=O)C. The product is [Si:34]([O:41][CH:42]1[CH2:47][CH2:46][CH:45]([O:1][C:2]2[CH:3]=[CH:4][C:5]([N:8]3[C:13](=[O:14])[C:12]([CH2:15][C:16]4[CH:21]=[CH:20][C:19]([C:22]5[CH:27]=[CH:26][CH:25]=[CH:24][C:23]=5[C:28]5[NH:69][C:70](=[O:71])[O:72][N:29]=5)=[CH:18][CH:17]=4)=[C:11]([CH2:30][CH2:31][CH3:32])[N:10]=[C:9]3[CH3:33])=[CH:6][CH:7]=2)[CH2:44][CH2:43]1)([C:37]([CH3:40])([CH3:39])[CH3:38])([CH3:36])[CH3:35]. The yield is 0.880.